From a dataset of Reaction yield outcomes from USPTO patents with 853,638 reactions. Predict the reaction yield, written as a fraction of the theoretical maximum amount of product (1.0 means a 100% yield; for example, 0.34 means a 34% yield). (1) The reactants are [F:1][C:2]1[CH:7]=[CH:6][CH:5]=[C:4]([F:8])[C:3]=1[N:9]1[C:14]2[N:15]=[C:16]([S:29][CH3:30])[N:17]=C(C3C=C(C=CC=3C)C(O)=O)[C:13]=2[CH2:12][NH:11][C:10]1=[O:31].C1C=C(Cl)C=C(C(OO)=[O:40])C=1.CCOC(C)=O.CCCCCC.[CH2:55]([Cl:57])Cl. No catalyst specified. The product is [Cl:57][C:55]1[N:17]=[C:16]([S:29]([CH3:30])=[O:40])[N:15]=[C:14]2[N:9]([C:3]3[C:2]([F:1])=[CH:7][CH:6]=[CH:5][C:4]=3[F:8])[C:10](=[O:31])[NH:11][CH2:12][C:13]=12. The yield is 0.880. (2) The reactants are [Br:1][C:2]1[CH:9]=[C:8]([F:10])[CH:7]=[C:6]([N:11]2[CH2:22][CH2:21][N:20]3[C:13](=[CH:14][C:15]4[CH2:16][C:17]([CH3:24])([CH3:23])[CH2:18][C:19]=43)[C:12]2=[O:25])[C:3]=1[CH:4]=[O:5].C([OH:30])(C)(C)C.CC(=CC)C.[O-]Cl=O.[Na+]. The catalyst is O.ClCCl. The product is [Br:1][C:2]1[CH:9]=[C:8]([F:10])[CH:7]=[C:6]([N:11]2[CH2:22][CH2:21][N:20]3[C:13](=[CH:14][C:15]4[CH2:16][C:17]([CH3:23])([CH3:24])[CH2:18][C:19]=43)[C:12]2=[O:25])[C:3]=1[C:4]([OH:30])=[O:5]. The yield is 0.840.